From a dataset of Full USPTO retrosynthesis dataset with 1.9M reactions from patents (1976-2016). Predict the reactants needed to synthesize the given product. (1) Given the product [F:40][C:34]1[CH:35]=[C:36]([F:39])[CH:37]=[CH:38][C:33]=1[CH2:32][CH2:31][N:1]1[CH:5]=[C:4]([C:6]2[CH:11]=[C:10]([C:12]3[N:13]=[N:14][NH:15][C:16]=3[C:17]([F:19])([F:18])[F:20])[CH:9]=[CH:8][N:7]=2)[N:3]=[CH:2]1, predict the reactants needed to synthesize it. The reactants are: [NH:1]1[CH:5]=[C:4]([C:6]2[CH:11]=[C:10]([C:12]3[N:13]=[N:14][N:15](CC4C=CC(OC)=CC=4)[C:16]=3[C:17]([F:20])([F:19])[F:18])[CH:9]=[CH:8][N:7]=2)[N:3]=[CH:2]1.Br[CH2:31][CH2:32][C:33]1[CH:38]=[CH:37][C:36]([F:39])=[CH:35][C:34]=1[F:40].C([O-])([O-])=O.[K+].[K+]. (2) Given the product [N:28]1([CH2:27][C:25]2[N:26]=[C:22]([C:19]3[CH:20]=[CH:21][C:16]([C:9]4[CH:10]=[CH:11][C:6]([NH:5][S:2]([CH3:1])(=[O:4])=[O:3])=[CH:7][CH:8]=4)=[CH:17][CH:18]=3)[O:23][CH:24]=2)[CH2:29][CH2:30][CH2:31][CH2:32]1, predict the reactants needed to synthesize it. The reactants are: [CH3:1][S:2]([NH:5][C:6]1[CH:11]=[CH:10][C:9](B(O)O)=[CH:8][CH:7]=1)(=[O:4])=[O:3].Br[C:16]1[CH:21]=[CH:20][C:19]([C:22]2[O:23][CH:24]=[C:25]([CH2:27][N:28]3[CH2:32][CH2:31][CH2:30][CH2:29]3)[N:26]=2)=[CH:18][CH:17]=1.Cl. (3) Given the product [CH:26](/[C:2]1[CH:3]=[CH:4][C:5]([C:8]2[CH:25]=[CH:24][C:23]3[C:22]4[C:17](=[CH:18][CH:19]=[CH:20][CH:21]=4)[C:16]4[C:11](=[CH:12][CH:13]=[CH:14][CH:15]=4)[C:10]=3[CH:9]=2)=[CH:6][CH:7]=1)=[CH:27]\[C:28]1[CH:33]=[CH:32][CH:31]=[CH:30][CH:29]=1, predict the reactants needed to synthesize it. The reactants are: Br[C:2]1[CH:7]=[CH:6][C:5]([C:8]2[CH:25]=[CH:24][C:23]3[C:22]4[C:17](=[CH:18][CH:19]=[CH:20][CH:21]=4)[C:16]4[C:11](=[CH:12][CH:13]=[CH:14][CH:15]=4)[C:10]=3[CH:9]=2)=[CH:4][CH:3]=1.[CH:26](/B(O)O)=[CH:27]\[C:28]1[CH:33]=[CH:32][CH:31]=[CH:30][CH:29]=1.C(=O)([O-])[O-].[K+].[K+]. (4) The reactants are: Br[C:2]1[C:3]2[CH:12]=[CH:11][O:10][C:4]=2[C:5](=[O:9])[N:6]([CH3:8])[CH:7]=1.[CH3:13][C:14]1([CH3:30])[C:18]([CH3:20])([CH3:19])[O:17][B:16]([B:16]2[O:17][C:18]([CH3:20])([CH3:19])[C:14]([CH3:30])([CH3:13])[O:15]2)[O:15]1.CC([O-])=O.[K+].CC(C1C=C(C(C)C)C(C2C=CC=CC=2P(C2CCCCC2)C2CCCCC2)=C(C(C)C)C=1)C. Given the product [CH3:8][N:6]1[CH:7]=[C:2]([B:16]2[O:17][C:18]([CH3:20])([CH3:19])[C:14]([CH3:30])([CH3:13])[O:15]2)[C:3]2[CH:12]=[CH:11][O:10][C:4]=2[C:5]1=[O:9], predict the reactants needed to synthesize it. (5) Given the product [CH2:1]([O:3][C:4](=[O:19])[NH:5][C:6](=[O:18])/[C:7](/[C:16]#[N:17])=[CH:8]\[C:9]1[CH:14]=[CH:13][C:12]([C:21]2[O:20][CH:24]=[CH:23][CH:22]=2)=[CH:11][CH:10]=1)[CH3:2], predict the reactants needed to synthesize it. The reactants are: [CH2:1]([O:3][C:4](=[O:19])[NH:5][C:6](=[O:18])/[C:7](/[C:16]#[N:17])=[CH:8]\[C:9]1[CH:14]=[CH:13][C:12](Br)=[CH:11][CH:10]=1)[CH3:2].[O:20]1[CH:24]=[CH:23][CH:22]=[C:21]1B(O)O. (6) Given the product [CH3:9][S:8]([C:4]1[CH:5]=[CH:6][CH:7]=[C:2]([Br:1])[CH:3]=1)=[O:18], predict the reactants needed to synthesize it. The reactants are: [Br:1][C:2]1[CH:3]=[C:4]([S:8][CH3:9])[CH:5]=[CH:6][CH:7]=1.C1C=C(Cl)C=C(C(OO)=[O:18])C=1. (7) Given the product [OH:36][CH2:35][C@H:33]([NH:32][C:28]([C:26]1[NH:27][C:23]([C:8]2[CH:9]=[C:10]([O:12][C:13]3[CH:14]=[N:15][C:16]([S:19]([CH3:22])(=[O:21])=[O:20])=[CH:17][CH:18]=3)[CH:11]=[C:6]([O:5][C@@H:4]([CH3:31])[CH2:3][O:2][CH3:1])[CH:7]=2)=[CH:24][CH:25]=1)=[O:30])[CH3:34], predict the reactants needed to synthesize it. The reactants are: [CH3:1][O:2][CH2:3][C@H:4]([CH3:31])[O:5][C:6]1[CH:7]=[C:8]([C:23]2[NH:27][C:26]([C:28]([OH:30])=O)=[CH:25][CH:24]=2)[CH:9]=[C:10]([O:12][C:13]2[CH:14]=[N:15][C:16]([S:19]([CH3:22])(=[O:21])=[O:20])=[CH:17][CH:18]=2)[CH:11]=1.[NH2:32][C@@H:33]([CH2:35][OH:36])[CH3:34].C1C=CC2N(O)N=NC=2C=1.O.CN1CCOCC1.CCN=C=NCCCN(C)C.Cl.